Dataset: Forward reaction prediction with 1.9M reactions from USPTO patents (1976-2016). Task: Predict the product of the given reaction. (1) Given the reactants [Cl:1][C:2]1[CH:7]=[CH:6][C:5]([C:8]2[N:12]([CH:13]([CH:26]3[CH2:30][CH2:29][CH2:28][CH2:27]3)[CH2:14][O:15][C:16]3[C:23]([CH3:24])=[CH:22][C:19]([C:20]#[N:21])=[CH:18][C:17]=3[CH3:25])[C:11]3[CH:31]=[C:32]([F:36])[C:33]([F:35])=[CH:34][C:10]=3[N:9]=2)=[CH:4][CH:3]=1.Cl.C(N(CC)CC)C.[N-:45]=[N+:46]=[N-:47].[Na+].Cl, predict the reaction product. The product is: [Cl:1][C:2]1[CH:7]=[CH:6][C:5]([C:8]2[N:12]([CH:13]([CH:26]3[CH2:30][CH2:29][CH2:28][CH2:27]3)[CH2:14][O:15][C:16]3[C:23]([CH3:24])=[CH:22][C:19]([C:20]4[NH:47][N:46]=[N:45][N:21]=4)=[CH:18][C:17]=3[CH3:25])[C:11]3[CH:31]=[C:32]([F:36])[C:33]([F:35])=[CH:34][C:10]=3[N:9]=2)=[CH:4][CH:3]=1. (2) Given the reactants Cl[C:2]1[CH:7]=[C:6]([C:8]#[N:9])[N:5]=[C:4]([CH2:10][CH2:11][C:12]([O:14][C:15]([CH3:18])([CH3:17])[CH3:16])=[O:13])[CH:3]=1.[CH3:19][S-:20].[Na+], predict the reaction product. The product is: [C:8]([C:6]1[N:5]=[C:4]([CH2:10][CH2:11][C:12]([O:14][C:15]([CH3:18])([CH3:17])[CH3:16])=[O:13])[CH:3]=[C:2]([S:20][CH3:19])[CH:7]=1)#[N:9]. (3) Given the reactants B.CC(=CC)C.[CH3:7][C@@H:8]1[CH2:13][C:12](=[CH2:14])[CH2:11][C@@H:10]([CH3:15])[N:9]1[C:16]([O:18][C:19]([CH3:22])([CH3:21])[CH3:20])=[O:17].[OH-].[Na+].OO.Cl.C(=O)([O-])[O-:29].[Na+].[Na+], predict the reaction product. The product is: [OH:29][CH2:14][CH:12]1[CH2:13][C@@H:8]([CH3:7])[N:9]([C:16]([O:18][C:19]([CH3:20])([CH3:22])[CH3:21])=[O:17])[C@H:10]([CH3:15])[CH2:11]1. (4) Given the reactants [F:1][C:2]1[C:7]([F:8])=[CH:6][CH:5]=[CH:4][C:3]=1[C@H:9]1[CH2:14][NH:13][C:12](=S)[C@@H:11]([NH:16][C:17](=[O:23])[O:18][C:19]([CH3:22])([CH3:21])[CH3:20])[CH2:10]1.[NH2:24][CH2:25][CH:26]([OH:32])[C:27]([O:30][CH3:31])([CH3:29])[CH3:28], predict the reaction product. The product is: [F:1][C:2]1[C:7]([F:8])=[CH:6][CH:5]=[CH:4][C:3]=1[C@H:9]1[CH2:14][NH:13][C:12](=[N:24][CH2:25][CH:26]([OH:32])[C:27]([O:30][CH3:31])([CH3:29])[CH3:28])[C@@H:11]([NH:16][C:17](=[O:23])[O:18][C:19]([CH3:22])([CH3:21])[CH3:20])[CH2:10]1. (5) Given the reactants [Cl:1][C:2]1[CH:3]=[C:4]([NH:9][C:10](=[O:14])[CH:11]=NO)[CH:5]=[C:6]([Cl:8])[CH:7]=1.S(=O)(=O)(O)[OH:16], predict the reaction product. The product is: [Cl:1][C:2]1[CH:7]=[C:6]([Cl:8])[CH:5]=[C:4]2[C:3]=1[C:11](=[O:16])[C:10](=[O:14])[NH:9]2. (6) Given the reactants [C:1]([O:5][C:6](=[O:18])[NH:7][C:8]1[CH:13]=[CH:12][C:11]([CH3:14])=[C:10]([N+:15]([O-])=O)[CH:9]=1)([CH3:4])([CH3:3])[CH3:2], predict the reaction product. The product is: [C:1]([O:5][C:6](=[O:18])[NH:7][C:8]1[CH:13]=[CH:12][C:11]([CH3:14])=[C:10]([NH2:15])[CH:9]=1)([CH3:4])([CH3:2])[CH3:3]. (7) The product is: [C:20]([O:1][C:2]1[CH:7]=[CH:6][C:5]([C:8]2[S:9][C:10]3[C:15]([C:16](=[O:18])[CH:17]=2)=[CH:14][CH:13]=[CH:12][CH:11]=3)=[CH:4][CH:3]=1)(=[O:21])[CH3:19]. Given the reactants [OH:1][C:2]1[CH:7]=[CH:6][C:5]([C:8]2[S:9][C:10]3[C:15]([C:16](=[O:18])[CH:17]=2)=[CH:14][CH:13]=[CH:12][CH:11]=3)=[CH:4][CH:3]=1.[CH3:19][C:20](OC(C)=O)=[O:21].CCN(CC)CC.O, predict the reaction product. (8) Given the reactants [CH2:1]([CH:5]([C:11]([O-:13])=O)[C:6]([O:8][CH2:9][CH3:10])=[O:7])[CH:2]([CH3:4])[CH3:3].[F:14][C:15]1[CH:24]=[CH:23][C:18]([NH:19][CH:20]([CH3:22])[CH3:21])=[CH:17][CH:16]=1, predict the reaction product. The product is: [F:14][C:15]1[CH:24]=[CH:23][C:18]([N:19]([C:11]([CH:5]([CH2:1][CH:2]([CH3:3])[CH3:4])[C:6]([O:8][CH2:9][CH3:10])=[O:7])=[O:13])[CH:20]([CH3:22])[CH3:21])=[CH:17][CH:16]=1. (9) Given the reactants [NH:1]1[C:9]2[C:4](=[CH:5][CH:6]=[CH:7][C:8]=2[C:10]([O:12]C)=O)[CH:3]=[CH:2]1.CC(C)([O-:17])C.[K+].Br[CH2:21][C:22]1[CH:29]=[CH:28][C:25]([C:26]#[N:27])=[CH:24][CH:23]=1.C(C1C=CC(CN2C3C(=CC=CC=3C(OC)=O)C=C2)=CC=1)#N.[OH-].[Na+].C(C1C=CC(CN2C3C(=CC=CC=3C(O)=O)C=C2)=CC=1)(=O)N.Cl.[NH2:77][C@H:78]([C:80]1[CH:89]=[CH:88][C:83]([C:84]([O:86][CH3:87])=[O:85])=[CH:82][CH:81]=1)[CH3:79].C1C=CC2N(O)N=NC=2C=1.CCN=C=NCCCN(C)C.Cl, predict the reaction product. The product is: [C:26]([C:25]1[CH:28]=[CH:29][C:22]([CH2:21][N:1]2[C:9]3[C:4](=[CH:5][CH:6]=[CH:7][C:8]=3[C:10]([NH:77][C@H:78]([C:80]3[CH:89]=[CH:88][C:83]([C:84]([O:86][CH3:87])=[O:85])=[CH:82][CH:81]=3)[CH3:79])=[O:12])[CH:3]=[CH:2]2)=[CH:23][CH:24]=1)(=[O:17])[NH2:27].